This data is from Full USPTO retrosynthesis dataset with 1.9M reactions from patents (1976-2016). The task is: Predict the reactants needed to synthesize the given product. (1) Given the product [C:1]([O:5][C:6](=[O:9])[CH:7]([C:20]([O:22][CH2:23][C:24]1[CH:29]=[CH:28][CH:27]=[CH:26][CH:25]=1)=[O:21])[NH2:8])([CH3:4])([CH3:3])[CH3:2], predict the reactants needed to synthesize it. The reactants are: [C:1]([O:5][C:6](=[O:9])[CH2:7][NH2:8])([CH3:4])([CH3:3])[CH3:2].C(N(C(C)C)CC)(C)C.Cl[C:20]([O:22][CH2:23][C:24]1[CH:29]=[CH:28][CH:27]=[CH:26][CH:25]=1)=[O:21]. (2) Given the product [CH3:25][S:26]([N:29]1[CH2:33][CH2:32][CH:31]([NH:34][C:13]([C:12]2[C:6]3[C:7](=[N:8][CH:9]=[C:4]([CH:1]4[CH2:2][CH2:3]4)[N:5]=3)[N:10]([CH2:16][O:17][CH2:18][CH2:19][Si:20]([CH3:23])([CH3:21])[CH3:22])[CH:11]=2)=[O:15])[CH2:30]1)(=[O:28])=[O:27], predict the reactants needed to synthesize it. The reactants are: [CH:1]1([C:4]2[N:5]=[C:6]3[C:12]([C:13]([OH:15])=O)=[CH:11][N:10]([CH2:16][O:17][CH2:18][CH2:19][Si:20]([CH3:23])([CH3:22])[CH3:21])[C:7]3=[N:8][CH:9]=2)[CH2:3][CH2:2]1.Cl.[CH3:25][S:26]([N:29]1[CH2:33][CH2:32][CH:31]([NH2:34])[CH2:30]1)(=[O:28])=[O:27].C(Cl)CCl.C1C=CC2N(O)N=NC=2C=1.CCN(C(C)C)C(C)C. (3) Given the product [C:34]([C:33]1[CH:36]=[CH:37][C:30]([NH:29][C:2]2[N:3]=[C:4]([O:11][C:12]3[C:19]([CH3:20])=[CH:18][C:15]([C:16]#[N:17])=[CH:14][C:13]=3[CH3:21])[C:5]3[CH:10]=[CH:9][S:8][C:6]=3[N:7]=2)=[CH:31][CH:32]=1)#[N:35], predict the reactants needed to synthesize it. The reactants are: Cl[C:2]1[N:3]=[C:4]([O:11][C:12]2[C:19]([CH3:20])=[CH:18][C:15]([C:16]#[N:17])=[CH:14][C:13]=2[CH3:21])[C:5]2[CH:10]=[CH:9][S:8][C:6]=2[N:7]=1.C(O)(C(F)(F)F)=O.[NH2:29][C:30]1[CH:37]=[CH:36][C:33]([C:34]#[N:35])=[CH:32][CH:31]=1. (4) Given the product [CH2:1]([O:3][C:4]([C:6]1([CH2:12][CH2:13][O:14][CH3:15])[CH2:7][CH2:8][N:9]([S:22]([N:16]2[CH2:21][CH2:20][O:19][CH2:18][CH2:17]2)(=[O:24])=[O:23])[CH2:10][CH2:11]1)=[O:5])[CH3:2], predict the reactants needed to synthesize it. The reactants are: [CH2:1]([O:3][C:4]([C:6]1([CH2:12][CH2:13][O:14][CH3:15])[CH2:11][CH2:10][NH:9][CH2:8][CH2:7]1)=[O:5])[CH3:2].[N:16]1([S:22](Cl)(=[O:24])=[O:23])[CH2:21][CH2:20][O:19][CH2:18][CH2:17]1.